From a dataset of Reaction yield outcomes from USPTO patents with 853,638 reactions. Predict the reaction yield, written as a fraction of the theoretical maximum amount of product (1.0 means a 100% yield; for example, 0.34 means a 34% yield). The reactants are [Cl:1][C:2]1[C:7]([OH:8])=[C:6]([CH2:9][CH:10]=[CH2:11])[C:5]([CH3:12])=[CH:4][CH:3]=1.[OH-:13].[Na+].OO. The catalyst is O1CCCC1. The product is [Cl:1][C:2]1[C:7]([OH:8])=[C:6]([CH2:9][CH2:10][CH2:11][OH:13])[C:5]([CH3:12])=[CH:4][CH:3]=1. The yield is 0.700.